From a dataset of Full USPTO retrosynthesis dataset with 1.9M reactions from patents (1976-2016). Predict the reactants needed to synthesize the given product. (1) Given the product [CH:18]1([C:19](=[O:33])[C:20]([O:9][CH2:7][CH2:6][CH2:5][CH2:4][CH2:3][CH2:2][CH2:11][CH2:12][CH2:13][CH3:14])=[O:22])[CH2:34][CH2:35][CH2:36][CH2:37][CH2:38]1, predict the reactants needed to synthesize it. The reactants are: C[CH:2]([CH2:11][CH2:12][CH:13]=[C:14](C)C)[CH2:3][CH2:4][CH2:5][C:6](=O)[C:7]([O-:9])=O.C[CH:18]([CH2:34][CH2:35][CH2:36][CH2:37][CH2:38]CCCCCCC)[C:19](=[O:33])[C:20]([O:22]CCC(C)CCC=C(C)C)=O.CC(CC)C(=O)C(OCCC(C)CCC=C(C)C)=O.CC(CCC=C(C)C)CCC(C)C(=O)C([O-])=O.O=C(C1C=CC=CC=1)C(OCCC(C)CCC=C(C)C)=O.C1(C(=O)C(OC/C=C(\C)/CCC=C(C)C)=O)CCCCC1. (2) The reactants are: [NH2:1][C:2]1[CH:7]=[C:6](OC)[CH:5]=[CH:4][C:3]=1[C:10]([C:12]1[CH:17]=[CH:16][CH:15]=[CH:14][C:13]=1[F:18])=[O:11].[Br:19]C1C=C(N)C=CC=1.FC1C=CC=CC=1C#N. Given the product [NH2:1][C:2]1[CH:7]=[C:6]([Br:19])[CH:5]=[CH:4][C:3]=1[C:10]([C:12]1[CH:17]=[CH:16][CH:15]=[CH:14][C:13]=1[F:18])=[O:11], predict the reactants needed to synthesize it. (3) Given the product [OH:41][C:38]1[CH:39]=[CH:40][C:31]([C@H:9]([CH2:10][NH:11][CH2:30][CH2:45][CH2:46][CH2:47][CH2:48][CH2:49][O:50][CH2:51][CH2:52][CH2:53][CH2:54][C:55]2[CH:60]=[CH:59][C:58]([N+:61]([O-:63])=[O:62])=[CH:57][CH:56]=2)[O:8][Si:1]([CH3:3])([CH3:2])[C:4]([CH3:6])([CH3:7])[CH3:5])=[C:32]2[C:37]=1[NH:36][C:35](=[O:42])[CH:34]=[CH:33]2, predict the reactants needed to synthesize it. The reactants are: [Si:1]([O:8][C@H:9]([C:31]1[CH:40]=[CH:39][C:38]([OH:41])=[C:37]2[C:32]=1[CH:33]=[CH:34][C:35](=[O:42])[NH:36]2)[CH2:10][N:11]([CH3:30])CCCC#CC1C=CC(NC(=O)C(F)(F)F)=CC=1)([C:4]([CH3:7])([CH3:6])[CH3:5])([CH3:3])[CH3:2].BrC[CH2:45][CH2:46][CH2:47][CH2:48][CH2:49][O:50][CH2:51][CH2:52][CH2:53][CH2:54][C:55]1[CH:60]=[CH:59][C:58]([N+:61]([O-:63])=[O:62])=[CH:57][CH:56]=1. (4) The reactants are: Br[C:2]1[CH:7]=[CH:6][C:5]([C:8]2[O:12][N:11]=[C:10]([CH3:13])[C:9]=2[CH:14]=[O:15])=[CH:4][CH:3]=1.[CH2:16]([O:18][C:19]([C:21]1([C:24]2[CH:29]=[CH:28][C:27](B3OC(C)(C)C(C)(C)O3)=[CH:26][CH:25]=2)[CH2:23][CH2:22]1)=[O:20])[CH3:17].C(=O)(O)[O-].[Na+]. Given the product [CH2:16]([O:18][C:19]([C:21]1([C:24]2[CH:29]=[CH:28][C:27]([C:2]3[CH:7]=[CH:6][C:5]([C:8]4[O:12][N:11]=[C:10]([CH3:13])[C:9]=4[CH:14]=[O:15])=[CH:4][CH:3]=3)=[CH:26][CH:25]=2)[CH2:22][CH2:23]1)=[O:20])[CH3:17], predict the reactants needed to synthesize it. (5) Given the product [N:15]1[CH:16]=[CH:17][CH:18]=[CH:19][C:14]=1[CH2:13][O:12][C:7]1[CH:8]=[C:9]2[C:4](=[CH:5][CH:6]=1)[CH:3]=[C:2]([C:26]1[C:34]3[C:29](=[CH:30][CH:31]=[C:32]([C:35]#[N:36])[CH:33]=3)[N:28]([CH:37]3[CH2:42][CH2:41][CH2:40][CH2:39][O:38]3)[N:27]=1)[CH:11]=[CH:10]2, predict the reactants needed to synthesize it. The reactants are: Br[C:2]1[CH:3]=[C:4]2[C:9](=[CH:10][CH:11]=1)[CH:8]=[C:7]([O:12][CH2:13][C:14]1[CH:19]=[CH:18][CH:17]=[CH:16][N:15]=1)[CH:6]=[CH:5]2.C([O-])(=O)C.[K+].Br[C:26]1[C:34]2[C:29](=[CH:30][CH:31]=[C:32]([C:35]#[N:36])[CH:33]=2)[N:28]([CH:37]2[CH2:42][CH2:41][CH2:40][CH2:39][O:38]2)[N:27]=1.P([O-])([O-])([O-])=O.[K+].[K+].[K+]. (6) Given the product [C:15]([O:14][C:12]([N:11]([C:19]([O:21][C:22]([CH3:25])([CH3:24])[CH3:23])=[O:20])[C:10]1[C:5]([C:3]([OH:4])=[O:2])=[N:6][CH:7]=[C:8]([CH:26]([F:28])[F:27])[N:9]=1)=[O:13])([CH3:18])([CH3:17])[CH3:16].[Cl-:31].[Na+:30], predict the reactants needed to synthesize it. The reactants are: C[O:2][C:3]([C:5]1[C:10]([N:11]([C:19]([O:21][C:22]([CH3:25])([CH3:24])[CH3:23])=[O:20])[C:12]([O:14][C:15]([CH3:18])([CH3:17])[CH3:16])=[O:13])=[N:9][C:8]([CH:26]([F:28])[F:27])=[CH:7][N:6]=1)=[O:4].[OH-].[Na+:30].[ClH:31].C1(C)C=CC=CC=1. (7) Given the product [C:22]([S:21][CH2:20][C@@H:19]([C:41]([O:43][CH3:46])=[O:42])[NH2:18])([C:29]1[CH:30]=[CH:31][CH:32]=[CH:33][CH:34]=1)([C:35]1[CH:40]=[CH:39][CH:38]=[CH:37][CH:36]=1)[C:23]1[CH:24]=[CH:25][CH:26]=[CH:27][CH:28]=1, predict the reactants needed to synthesize it. The reactants are: C1C2C(COC([NH:18][C@H:19]([C:41]([OH:43])=[O:42])[CH2:20][S:21][C:22]([C:35]3[CH:40]=[CH:39][CH:38]=[CH:37][CH:36]=3)([C:29]3[CH:34]=[CH:33][CH:32]=[CH:31][CH:30]=3)[C:23]3[CH:28]=[CH:27][CH:26]=[CH:25][CH:24]=3)=O)C3C(=CC=CC=3)C=2C=CC=1.[N+](=[CH2:46])=[N-].N1CCCC1.